This data is from Full USPTO retrosynthesis dataset with 1.9M reactions from patents (1976-2016). The task is: Predict the reactants needed to synthesize the given product. (1) The reactants are: [CH2:1]([NH2:13])[CH2:2][CH2:3][CH2:4][CH2:5][CH2:6][CH2:7][CH2:8][CH2:9][CH2:10][CH2:11][CH3:12].C(O[BH-](OC(=O)C)OC(=O)C)(=O)C.[Na+].C(Cl)Cl.[CH3:31][CH:32]([CH3:37])[CH2:33][C:34](=O)[CH3:35]. Given the product [CH3:31][CH:32]([CH3:37])[CH2:33][CH:34]([NH:13][CH2:1][CH2:2][CH2:3][CH2:4][CH2:5][CH2:6][CH2:7][CH2:8][CH2:9][CH2:10][CH2:11][CH3:12])[CH3:35], predict the reactants needed to synthesize it. (2) Given the product [CH:37]1([CH2:36][NH:32][C:23]([C:15]2[C:16]3[O:20][C:19]([CH3:22])([CH3:21])[CH2:18][C:17]=3[C:11]3[NH:10][C:9]([NH:8][C:7]4[C:6]([Cl:26])=[CH:5][N:4]=[CH:3][C:2]=4[Cl:1])=[N:13][C:12]=3[CH:14]=2)=[O:25])[CH2:39][CH2:38]1, predict the reactants needed to synthesize it. The reactants are: [Cl:1][C:2]1[CH:3]=[N:4][CH:5]=[C:6]([Cl:26])[C:7]=1[NH:8][C:9]1[NH:10][C:11]2[C:17]3[CH2:18][C:19]([CH3:22])([CH3:21])[O:20][C:16]=3[C:15]([C:23]([OH:25])=O)=[CH:14][C:12]=2[N:13]=1.F[B-](F)(F)F.[N:32]1(OC(N(C)C)=[N+](C)C)[C:36]2[CH:37]=[CH:38][CH:39]=CC=2N=N1.CN(C=O)C.C1(CN)CC1.